This data is from Full USPTO retrosynthesis dataset with 1.9M reactions from patents (1976-2016). The task is: Predict the reactants needed to synthesize the given product. (1) Given the product [CH3:15][N:16]1[C:20]([C:2]2[CH:7]=[CH:6][C:5]([C:8]([C:10]3[S:11][CH:12]=[CH:13][CH:14]=3)=[O:9])=[CH:4][CH:3]=2)=[CH:19][CH:18]=[C:17]1[C:21]#[N:22], predict the reactants needed to synthesize it. The reactants are: Br[C:2]1[CH:7]=[CH:6][C:5]([C:8]([C:10]2[S:11][CH:12]=[CH:13][CH:14]=2)=[O:9])=[CH:4][CH:3]=1.[CH3:15][N:16]1[CH:20]=[CH:19][CH:18]=[C:17]1[C:21]#[N:22]. (2) Given the product [F:1][C:2]1[CH:7]=[CH:6][C:5]([C:18]2[CH:19]=[C:20]3[C:24](=[CH:25][C:26]=2[Cl:27])[N:23]([CH2:28][O:29][CH2:30][CH2:31][Si:32]([CH3:34])([CH3:35])[CH3:33])[N:22]=[C:21]3[NH:36][C:37](=[O:41])[CH2:38][CH2:39][CH3:40])=[CH:4][CH:3]=1, predict the reactants needed to synthesize it. The reactants are: [F:1][C:2]1[CH:7]=[CH:6][C:5](B(O)O)=[CH:4][CH:3]=1.C(=O)([O-])[O-].[Na+].[Na+].Br[C:18]1[CH:19]=[C:20]2[C:24](=[CH:25][C:26]=1[Cl:27])[N:23]([CH2:28][O:29][CH2:30][CH2:31][Si:32]([CH3:35])([CH3:34])[CH3:33])[N:22]=[C:21]2[NH:36][C:37](=[O:41])[CH2:38][CH2:39][CH3:40].